Dataset: Full USPTO retrosynthesis dataset with 1.9M reactions from patents (1976-2016). Task: Predict the reactants needed to synthesize the given product. (1) Given the product [F:21][C:15]([F:22])([C:2]1[CH:7]=[CH:6][CH:5]=[C:4]([N:8]2[CH2:13][CH2:12][CH2:11][CH2:10][CH2:9]2)[CH:3]=1)[C:16]([O:18][CH2:19][CH3:20])=[O:17], predict the reactants needed to synthesize it. The reactants are: I[C:2]1[CH:3]=[C:4]([N:8]2[CH2:13][CH2:12][CH2:11][CH2:10][CH2:9]2)[CH:5]=[CH:6][CH:7]=1.Br[C:15]([F:22])([F:21])[C:16]([O:18][CH2:19][CH3:20])=[O:17]. (2) The reactants are: [N+:1]([C:4]1[CH:5]=[C:6]([CH2:13][OH:14])[CH:7]=[CH:8][C:9]=1[N+:10]([O-:12])=[O:11])([O-:3])=[O:2].[Cr](Cl)([O-])(=O)=O.[NH+]1C=CC=CC=1.CCOCC. Given the product [N+:1]([C:4]1[CH:5]=[C:6]([CH:7]=[CH:8][C:9]=1[N+:10]([O-:12])=[O:11])[CH:13]=[O:14])([O-:3])=[O:2], predict the reactants needed to synthesize it.